From a dataset of Full USPTO retrosynthesis dataset with 1.9M reactions from patents (1976-2016). Predict the reactants needed to synthesize the given product. (1) Given the product [F:1][C:2]1[CH:7]=[CH:6][C:5]([C:8]2[C:9]([CH3:14])([CH3:15])[C:10](=[O:13])[NH:11][N:12]=2)=[CH:4][C:3]=1[OH:16], predict the reactants needed to synthesize it. The reactants are: [F:1][C:2]1[CH:7]=[CH:6][C:5]([C:8]2[C:9]([CH3:15])([CH3:14])[C:10](=[O:13])[NH:11][N:12]=2)=[CH:4][C:3]=1[O:16]C.B(Br)(Br)Br.O. (2) Given the product [Cl:1][C:2]1[CH:3]=[C:4]([C@@H:12]([CH2:16][CH:17]2[CH2:21][CH2:20][CH2:19][CH2:18]2)[C:13]([NH:41][C:38]2[CH:37]=[N:36][C:35]([NH:34][CH2:33][CH2:32][O:31][Si:30]([CH2:42][CH3:43])([CH2:28][CH3:29])[CH2:44][CH3:45])=[CH:40][N:39]=2)=[O:15])[CH:5]=[CH:6][C:7]=1[S:8]([CH3:11])(=[O:9])=[O:10], predict the reactants needed to synthesize it. The reactants are: [Cl:1][C:2]1[CH:3]=[C:4]([C@@H:12]([CH2:16][CH:17]2[CH2:21][CH2:20][CH2:19][CH2:18]2)[C:13]([OH:15])=O)[CH:5]=[CH:6][C:7]=1[S:8]([CH3:11])(=[O:10])=[O:9].C(Cl)(=O)C(Cl)=O.[CH2:28]([Si:30]([CH2:44][CH3:45])([CH2:42][CH3:43])[O:31][CH2:32][CH2:33][NH:34][C:35]1[CH:40]=[N:39][C:38]([NH2:41])=[CH:37][N:36]=1)[CH3:29].N1C(C)=CC=CC=1C. (3) Given the product [C:1]([CH2:3][O:4][C:5]1[CH:6]=[C:7]([CH3:15])[C:8]([C:11]([OH:13])=[O:12])=[N:9][CH:10]=1)#[N:2], predict the reactants needed to synthesize it. The reactants are: [C:1]([CH2:3][O:4][C:5]1[CH:6]=[C:7]([CH3:15])[C:8]([C:11]([O:13]C)=[O:12])=[N:9][CH:10]=1)#[N:2].[I-].[Na+].Cl[Si](C)(C)C. (4) Given the product [OH:99][C@H:100]([CH2:152][CH2:153][CH2:154][CH2:155][CH3:156])[CH2:101][C:102]([S:104][CH2:105][CH2:106][NH:107][C:108](=[O:151])[CH2:109][CH2:110][NH:111][C:112](=[O:150])[C@H:113]([OH:149])[C:114]([CH3:148])([CH3:147])[CH2:115][O:116][P:117]([OH:146])(=[O:145])[O:118][P:119]([OH:144])(=[O:143])[O:120][CH2:121][C@H:122]1[O:126][C@@H:125]([N:127]2[C:136]3[N:135]=[CH:134][N:133]=[C:131]([NH2:132])[C:130]=3[N:129]=[CH:128]2)[C@H:124]([OH:137])[C@@H:123]1[O:138][P:139]([OH:142])([OH:141])=[O:140])=[O:103], predict the reactants needed to synthesize it. The reactants are: P(OC[C@H]1O[C@@H](N2C3N=CN=C(N)C=3N=C2)[C@H](O)[C@@H]1O)(OP(OP(O)(O)=O)(O)=O)(=O)O.[Mg+2].[Cl-].[Cl-].CC([C@@H](O)C(NCCC(NCCS)=O)=O)(COP(OP(OC[C@H]1O[C@@H](N2C3N=CN=C(N)C=3N=C2)[C@H](O)[C@@H]1OP(O)(O)=O)(O)=O)(O)=O)C.O[C@H](CCCCC)CC([O-])=O.S(=O)(=O)(O)O.[OH:99][C@H:100]([CH2:152][CH2:153][C:154]1C=CC=[CH:156][CH:155]=1)[CH2:101][C:102]([S:104][CH2:105][CH2:106][NH:107][C:108](=[O:151])[CH2:109][CH2:110][NH:111][C:112](=[O:150])[C@H:113]([OH:149])[C:114]([CH3:148])([CH3:147])[CH2:115][O:116][P:117]([OH:146])(=[O:145])[O:118][P:119]([OH:144])(=[O:143])[O:120][CH2:121][C@H:122]1[O:126][C@@H:125]([N:127]2[C:136]3[N:135]=[CH:134][N:133]=[C:131]([NH2:132])[C:130]=3[N:129]=[CH:128]2)[C@H:124]([OH:137])[C@@H:123]1[O:138][P:139]([OH:142])([OH:141])=[O:140])=[O:103].O[C@H](CCC1C=CC(F)=CC=1)CC(SCCNC(=O)CCNC(=O)[C@H](O)C(C)(C)COP(O)(=O)OP(O)(=O)OC[C@H]1O[C@@H](N2C3N=CN=C(N)C=3N=C2)[C@H](O)[C@@H]1OP(O)(O)=O)=O.